From a dataset of Forward reaction prediction with 1.9M reactions from USPTO patents (1976-2016). Predict the product of the given reaction. (1) Given the reactants [N:1]([CH2:4][CH:5]1[CH2:9][N:8]([C@@H:10]([CH2:14][CH3:15])[C:11]([NH2:13])=[O:12])[C:7](=[O:16])[CH2:6]1)=[N+:2]=[N-:3].[C:17]1(P(C2C=CC=CC=2)(C2C=CC=CC=2)=CC(C)=O)[CH:22]=CC=C[CH:18]=1, predict the reaction product. The product is: [CH3:22][C:17]1[N:1]([CH2:4][CH:5]2[CH2:9][N:8]([C@@H:10]([CH2:14][CH3:15])[C:11]([NH2:13])=[O:12])[C:7](=[O:16])[CH2:6]2)[N:2]=[N:3][CH:18]=1. (2) Given the reactants Cl[C:2]1[CH:3]=[CH:4][C:5]2[C:11]([C:12]3[CH:17]=[CH:16][C:15]([Cl:18])=[CH:14][CH:13]=3)=[N:10][CH2:9][C:8]3[O:19][N:20]=[C:21]([CH3:22])[C:7]=3[C:6]=2[N:23]=1.[OH-].[NH4+:25].[Cl-].[NH4+], predict the reaction product. The product is: [Cl:18][C:15]1[CH:16]=[CH:17][C:12]([C:11]2[C:5]3[CH:4]=[CH:3][C:2]([NH2:25])=[N:23][C:6]=3[C:7]3[C:21]([CH3:22])=[N:20][O:19][C:8]=3[CH2:9][N:10]=2)=[CH:13][CH:14]=1.